The task is: Regression. Given a peptide amino acid sequence and an MHC pseudo amino acid sequence, predict their binding affinity value. This is MHC class I binding data.. This data is from Peptide-MHC class I binding affinity with 185,985 pairs from IEDB/IMGT. (1) The peptide sequence is SLVITYCLVT. The MHC is HLA-A02:01 with pseudo-sequence HLA-A02:01. The binding affinity (normalized) is 0.453. (2) The peptide sequence is REFLTRNPA. The MHC is HLA-B44:02 with pseudo-sequence HLA-B44:02. The binding affinity (normalized) is 0.214. (3) The peptide sequence is SADPLASLL. The MHC is HLA-A02:01 with pseudo-sequence HLA-A02:01. The binding affinity (normalized) is 0.0847.